Task: Predict which catalyst facilitates the given reaction.. Dataset: Catalyst prediction with 721,799 reactions and 888 catalyst types from USPTO (1) Reactant: [Cl:1][C:2]1[C:3]2[CH:13]=[CH:12][C:11]([O:14][CH3:15])=[CH:10][C:4]=2[S:5][C:6]=1[C:7](O)=[O:8].COC1C=CC(C=CC(O)=O)=CC=1.S(Cl)(Cl)=O.Cl.[CH3:34][NH:35][CH3:36]. Product: [Cl:1][C:2]1[C:3]2[CH:13]=[CH:12][C:11]([O:14][CH3:15])=[CH:10][C:4]=2[S:5][C:6]=1[C:7]([N:35]([CH3:36])[CH3:34])=[O:8]. The catalyst class is: 531. (2) Product: [F:18][C:19]1[CH:20]=[CH:21][C:22]([CH2:23][CH:24]2[CH2:25][CH2:26][N:27]([CH2:2][C:3]([NH:5][C:6]3[CH:11]=[CH:10][C:9]([NH:12][S:13]([CH3:16])(=[O:15])=[O:14])=[CH:8][CH:7]=3)=[O:4])[CH2:28][CH2:29]2)=[CH:30][CH:31]=1. Reactant: Cl[CH2:2][C:3]([NH:5][C:6]1[CH:11]=[CH:10][C:9]([NH:12][S:13]([CH3:16])(=[O:15])=[O:14])=[CH:8][CH:7]=1)=[O:4].Cl.[F:18][C:19]1[CH:31]=[CH:30][C:22]([CH2:23][CH:24]2[CH2:29][CH2:28][NH:27][CH2:26][CH2:25]2)=[CH:21][CH:20]=1. The catalyst class is: 81. (3) Reactant: [Cl:1][C:2]1[CH:7]=[CH:6][C:5]([CH:8]([C:14]2[C:22]3[C:17](=[C:18]([CH2:23][S:24][CH3:25])[CH:19]=[CH:20][CH:21]=3)[NH:16][CH:15]=2)[CH2:9][CH2:10][CH2:11][C:12]#[N:13])=[CH:4][CH:3]=1.ClCCl.ClC1C=CC=C(C(OO)=[O:37])C=1. Product: [Cl:1][C:2]1[CH:3]=[CH:4][C:5]([CH:8]([C:14]2[C:22]3[C:17](=[C:18]([CH2:23][S:24]([CH3:25])=[O:37])[CH:19]=[CH:20][CH:21]=3)[NH:16][CH:15]=2)[CH2:9][CH2:10][CH2:11][C:12]#[N:13])=[CH:6][CH:7]=1. The catalyst class is: 5. (4) Reactant: [Cl:1][C:2]1[CH:7]=[C:6]2[NH:8][C:9](=[O:30])[C:10]3([CH:15]([C:16]4[CH:21]=[CH:20][CH:19]=[C:18]([Cl:22])[CH:17]=4)[CH2:14][CH2:13][NH:12][CH:11]3[C:23]3[CH:28]=[CH:27][CH:26]=[C:25]([F:29])[CH:24]=3)[C:5]2=[CH:4][CH:3]=1.[N:31]([C:34]1[CH:35]=[C:36]([CH:39]=[CH:40][CH:41]=1)[C:37]#[N:38])=[C:32]=[O:33].C(N(C(C)C)C(C)C)C. Product: [Cl:1][C:2]1[CH:7]=[C:6]2[NH:8][C:9](=[O:30])[C:10]3([CH:15]([C:16]4[CH:21]=[CH:20][CH:19]=[C:18]([Cl:22])[CH:17]=4)[CH2:14][CH2:13][N:12]([C:32]([NH:31][C:34]4[CH:41]=[CH:40][CH:39]=[C:36]([C:37]#[N:38])[CH:35]=4)=[O:33])[CH:11]3[C:23]3[CH:28]=[CH:27][CH:26]=[C:25]([F:29])[CH:24]=3)[C:5]2=[CH:4][CH:3]=1. The catalyst class is: 4. (5) Reactant: [CH3:1][C@@H:2]([NH:13][CH2:14][CH2:15][CH2:16][C:17]1[CH:18]=[CH:19][CH:20]=[C:21]([C:23]([F:26])([F:25])[F:24])[CH:22]=1)[C:3]1[CH:4]=[CH:5][CH:6]=[C:7]2[CH:12]=[CH:11][CH:10]=[CH:9][C:8]=12.[ClH:27]. Product: [CH3:1][C@@H:2]([NH:13][CH2:14][CH2:15][CH2:16][C:17]1[CH:18]=[CH:19][CH:20]=[C:21]([C:23]([F:24])([F:25])[F:26])[CH:22]=1)[C:3]1[CH:4]=[CH:5][CH:6]=[C:7]2[CH:12]=[CH:11][CH:10]=[CH:9][C:8]=12.[ClH:27]. The catalyst class is: 8. (6) Reactant: CN(C(ON1N=NC2C=CC=CC1=2)=[N+](C)C)C.F[P-](F)(F)(F)(F)F.Cl.Cl.[CH3:27][C@H:28]1[C:36]2[C:35]([N:37]3[CH2:42][CH2:41][NH:40][CH2:39][CH2:38]3)=[N:34][CH:33]=[N:32][C:31]=2[C@H:30]([OH:43])[CH2:29]1.[C:44]([O:48][C:49]([N:51]1[CH2:55][CH:54]([C:56]2[CH:61]=[CH:60][C:59]([Cl:62])=[C:58]([Cl:63])[CH:57]=2)[CH:53]([C:64](O)=[O:65])[CH2:52]1)=[O:50])([CH3:47])([CH3:46])[CH3:45]. Product: [Cl:63][C:58]1[CH:57]=[C:56]([CH:54]2[CH:53]([C:64]([N:40]3[CH2:39][CH2:38][N:37]([C:35]4[C:36]5[C@H:28]([CH3:27])[CH2:29][C@@H:30]([OH:43])[C:31]=5[N:32]=[CH:33][N:34]=4)[CH2:42][CH2:41]3)=[O:65])[CH2:52][N:51]([C:49]([O:48][C:44]([CH3:47])([CH3:46])[CH3:45])=[O:50])[CH2:55]2)[CH:61]=[CH:60][C:59]=1[Cl:62]. The catalyst class is: 2. (7) Reactant: [Br-].[CH2:2]([Zn+])[C:3]1[CH:8]=[CH:7][CH:6]=[CH:5][CH:4]=1.I[C:11]1[CH:16]=[C:15]([CH3:17])[C:14]([C:18]2[N:19]=[C:20]([NH:23][C:24](=[O:31])[C:25]3[CH:30]=[CH:29][N:28]=[CH:27][CH:26]=3)[S:21][CH:22]=2)=[C:13]([CH3:32])[CH:12]=1.C([O-])(O)=O.[Na+]. Product: [CH2:2]([C:11]1[CH:12]=[C:13]([CH3:32])[C:14]([C:18]2[N:19]=[C:20]([NH:23][C:24](=[O:31])[C:25]3[CH:26]=[CH:27][N:28]=[CH:29][CH:30]=3)[S:21][CH:22]=2)=[C:15]([CH3:17])[CH:16]=1)[C:3]1[CH:8]=[CH:7][CH:6]=[CH:5][CH:4]=1. The catalyst class is: 1.